From a dataset of Reaction yield outcomes from USPTO patents with 853,638 reactions. Predict the reaction yield, written as a fraction of the theoretical maximum amount of product (1.0 means a 100% yield; for example, 0.34 means a 34% yield). (1) The reactants are C1CN([P+](ON2N=NC3C=CC=CC2=3)(N2CCCC2)N2CCCC2)CC1.F[P-](F)(F)(F)(F)F.C(OC([NH:41][C:42]1[S:46][C:45]([C:47]2[C:52]([F:53])=[CH:51][CH:50]=[C:49]([O:54][CH3:55])[C:48]=2[F:56])=[N:44][C:43]=1[C:57]([OH:59])=O)=O)(C)(C)C.[NH2:60][C:61]1[CH:62]=[N:63][N:64]([CH3:81])[C:65]=1[N:66]1[CH2:71][CH2:70][CH:69]([CH2:72][NH:73]C(=O)OC(C)(C)C)[CH2:68][CH2:67]1.CCN(C(C)C)C(C)C. The catalyst is C(Cl)Cl. The product is [NH2:41][C:42]1[S:46][C:45]([C:47]2[C:52]([F:53])=[CH:51][CH:50]=[C:49]([O:54][CH3:55])[C:48]=2[F:56])=[N:44][C:43]=1[C:57]([NH:60][C:61]1[CH:62]=[N:63][N:64]([CH3:81])[C:65]=1[N:66]1[CH2:71][CH2:70][CH:69]([CH2:72][NH2:73])[CH2:68][CH2:67]1)=[O:59]. The yield is 0.420. (2) The reactants are [CH2:1]([C:3]1[CH:12]=[CH:11][CH:10]=[C:9]2[C:4]=1[CH2:5][CH2:6][C:7]([NH2:16])([C:13]([OH:15])=[O:14])[CH2:8]2)[CH3:2].C(N(CC)CC)C.[C:24](=O)([O:40]N1C(=O)CCC1=O)[O:25][CH2:26][CH:27]1[C:39]2[CH:38]=[CH:37][CH:36]=[CH:35][C:34]=2[C:33]2[C:28]1=[CH:29][CH:30]=[CH:31][CH:32]=2. The catalyst is C(#N)C.O. The product is [C:24]([CH:8]1[C:9]2[C:4](=[C:3]([CH2:1][CH3:2])[CH:12]=[CH:11][CH:10]=2)[CH2:5][CH2:6][C:7]1([NH2:16])[C:13]([OH:15])=[O:14])([O:25][CH2:26][CH:27]1[C:28]2[C:33](=[CH:32][CH:31]=[CH:30][CH:29]=2)[C:34]2[C:39]1=[CH:38][CH:37]=[CH:36][CH:35]=2)=[O:40]. The yield is 0.210. (3) The reactants are [CH2:1]([N:8]1[CH2:12][CH:11]([CH3:13])[CH:10]([C:14]2[NH:19][C:18](=[O:20])[C:17]3=[CH:21][N:22]=[C:23](I)[N:16]3[N:15]=2)[CH2:9]1)[C:2]1[CH:7]=[CH:6][CH:5]=[CH:4][CH:3]=1.[C:25](=[O:28])([O-])[O-].[K+].[K+].[CH2:31](Br)[C:32]1C=CC=[CH:34][CH:33]=1. The catalyst is C(#N)C. The product is [CH2:1]([N:8]1[CH2:12][CH:11]([CH3:13])[CH:10]([C:14]2[NH:19][C:18](=[O:20])[C:17]3=[CH:21][N:22]=[C:23]([CH:32]4[CH2:31][CH2:25][O:28][CH2:34][CH2:33]4)[N:16]3[N:15]=2)[CH2:9]1)[C:2]1[CH:7]=[CH:6][CH:5]=[CH:4][CH:3]=1. The yield is 0.250.